Task: Predict the reaction yield, written as a fraction of the theoretical maximum amount of product (1.0 means a 100% yield; for example, 0.34 means a 34% yield).. Dataset: Reaction yield outcomes from USPTO patents with 853,638 reactions (1) The reactants are [C:1]([O:5][C:6]([N:8]1[CH2:13][CH2:12][C:11](=O)[C:10](=[CH:15]N(C)C)[CH2:9]1)=[O:7])([CH3:4])([CH3:3])[CH3:2].C(=O)(O)O.[NH2:23][C:24]([NH2:26])=[NH:25].O.O.O.C([O-])(=O)C.[Na+]. The catalyst is CO. The product is [C:1]([O:5][C:6]([N:8]1[CH2:13][CH2:12][C:11]2[N:25]=[C:24]([NH2:26])[N:23]=[CH:15][C:10]=2[CH2:9]1)=[O:7])([CH3:4])([CH3:2])[CH3:3]. The yield is 0.550. (2) The reactants are Cl.[NH2:2][CH2:3][CH2:4][C@H:5]([OH:10])[C:6]([O:8][CH3:9])=[O:7].C(N(CC)CC)C.[C:18](O[C:18]([O:20][C:21]([CH3:24])([CH3:23])[CH3:22])=[O:19])([O:20][C:21]([CH3:24])([CH3:23])[CH3:22])=[O:19].O. The catalyst is CN(C)C=O. The product is [CH3:22][C:21]([CH3:24])([O:20][C:18]([NH:2][CH2:3][CH2:4][C@H:5]([OH:10])[C:6]([O:8][CH3:9])=[O:7])=[O:19])[CH3:23]. The yield is 0.630. (3) The reactants are [O:1]1[CH2:6][CH2:5][CH2:4][CH2:3][CH:2]1[O:7][CH2:8][CH2:9][CH2:10][OH:11].[H-].[Na+].[Br:14][CH2:15][CH2:16][CH2:17][CH2:18]Br.O. The catalyst is C1COCC1. The product is [Br:14][CH2:15][CH2:16][CH2:17][CH2:18][O:11][CH2:10][CH2:9][CH2:8][O:7][CH:2]1[CH2:3][CH2:4][CH2:5][CH2:6][O:1]1. The yield is 0.200. (4) The reactants are [C:1]1([C:7]2[NH:8][C:9]3[C:14]([C:15]=2[CH:16]=[O:17])=[CH:13][CH:12]=[CH:11][CH:10]=3)[CH:6]=[CH:5][CH:4]=[CH:3][CH:2]=1.[BH4-].[Na+].[OH-].[Na+]. The catalyst is C(O)C. The product is [C:1]1([C:7]2[NH:8][C:9]3[C:14]([C:15]=2[CH2:16][OH:17])=[CH:13][CH:12]=[CH:11][CH:10]=3)[CH:2]=[CH:3][CH:4]=[CH:5][CH:6]=1. The yield is 0.440. (5) The reactants are [Br:1][C:2]1[CH:8]=[CH:7][CH:6]=[CH:5][C:3]=1[NH2:4].C(N(CC)CC)C.[F:16][C:17]([F:28])([F:27])[C:18](O[C:18](=[O:19])[C:17]([F:28])([F:27])[F:16])=[O:19]. The catalyst is C(Cl)Cl. The product is [Br:1][C:2]1[CH:8]=[CH:7][CH:6]=[CH:5][C:3]=1[NH:4][C:18](=[O:19])[C:17]([F:28])([F:27])[F:16]. The yield is 0.890. (6) The reactants are [F:1][C:2]1[CH:3]=[C:4]([CH:28]=[C:29]([F:31])[CH:30]=1)[O:5][C:6]1[CH:11]=[CH:10][C:9]([C:12]2[C:20]3[C:15](=[N:16][CH:17]=[N:18][C:19]=3[NH2:21])[N:14]([C@@H:22]3[CH2:27][CH2:26][CH2:25][NH:24][CH2:23]3)[N:13]=2)=[CH:8][CH:7]=1.[C:32]([CH2:34][C:35](O)=[O:36])#[N:33].N1(C(N2C=CN=C2)=O)C=CN=C1. The catalyst is ClCCl. The product is [NH2:21][C:19]1[N:18]=[CH:17][N:16]=[C:15]2[N:14]([C@@H:22]3[CH2:27][CH2:26][CH2:25][N:24]([C:35](=[O:36])[CH2:34][C:32]#[N:33])[CH2:23]3)[N:13]=[C:12]([C:9]3[CH:10]=[CH:11][C:6]([O:5][C:4]4[CH:28]=[C:29]([F:31])[CH:30]=[C:2]([F:1])[CH:3]=4)=[CH:7][CH:8]=3)[C:20]=12. The yield is 0.620.